From a dataset of Catalyst prediction with 721,799 reactions and 888 catalyst types from USPTO. Predict which catalyst facilitates the given reaction. (1) Reactant: C([O:8][C:9]([C:11]1[N:12]([CH2:20][C:21]([O:23][C:24]([CH3:27])([CH3:26])[CH3:25])=[O:22])[C:13]2[C:18]([CH:19]=1)=[CH:17][CH:16]=[CH:15][CH:14]=2)=[O:10])C1C=CC=CC=1. Product: [C:24]([O:23][C:21]([CH2:20][N:12]1[C:13]2[C:18](=[CH:17][CH:16]=[CH:15][CH:14]=2)[CH:19]=[C:11]1[C:9]([OH:10])=[O:8])=[O:22])([CH3:27])([CH3:25])[CH3:26]. The catalyst class is: 737. (2) Reactant: [CH2:1]([O:5][C:6]1[C@@:11]([CH2:16][CH:17]([CH2:19][OH:20])[OH:18])([C@H:12]([CH2:14][OH:15])[OH:13])[O:10][C:8](=[O:9])[C:7]=1[OH:21])[CH2:2][CH2:3][CH3:4].C(=O)([O-])O.[Na+].[CH2:27]1[O:29][CH:28]1[CH2:30][OH:31]. Product: [CH2:1]([O:5][C:6]1[C@@:11]([CH2:16][CH:17]([CH2:19][OH:20])[OH:18])([C@H:12]([CH2:14][OH:15])[OH:13])[O:10][C:8](=[O:9])[C:7]=1[O:21][CH2:27][CH:28]([CH2:30][OH:31])[OH:29])[CH2:2][CH2:3][CH3:4]. The catalyst class is: 16. (3) The catalyst class is: 50. Reactant: COC1C=CC(C[N:8]2[CH:12]=[C:11]([CH2:13][CH2:14][CH2:15][CH2:16][C:17]([OH:19])=[O:18])[N:10]=[N:9]2)=CC=1. Product: [NH:8]1[CH:12]=[C:11]([CH2:13][CH2:14][CH2:15][CH2:16][C:17]([OH:19])=[O:18])[N:10]=[N:9]1. (4) Reactant: C1C2C(OC([NH:17][C@@H:18]([CH3:49])[C:19]([NH:21][C:22]3[CH:48]=[CH:47][C:25]([CH2:26][C@@H:27]4[CH2:31][CH2:30][C@H:29]([C@H:32]([OH:39])[C:33]5[CH:34]=[N:35][CH:36]=[CH:37][CH:38]=5)[N:28]4[C:40]([O:42][C:43]([CH3:46])([CH3:45])[CH3:44])=[O:41])=[CH:24][CH:23]=3)=[O:20])=O)C3C(=CC=CC=3)C=2C=CC=1.N1CCCCC1. Product: [NH2:17][C@@H:18]([CH3:49])[C:19]([NH:21][C:22]1[CH:48]=[CH:47][C:25]([CH2:26][C@@H:27]2[CH2:31][CH2:30][C@H:29]([C@H:32]([OH:39])[C:33]3[CH:34]=[N:35][CH:36]=[CH:37][CH:38]=3)[N:28]2[C:40]([O:42][C:43]([CH3:44])([CH3:45])[CH3:46])=[O:41])=[CH:24][CH:23]=1)=[O:20]. The catalyst class is: 1. (5) Reactant: Cl.Cl.[C:3]([C:7]1[CH:8]=[C:9]([NH:19][C:20]([NH:22][C:23]2[C:24]([CH3:35])=[N:25][C:26]([N:29]3[CH2:34][CH2:33][NH:32][CH2:31][CH2:30]3)=[CH:27][CH:28]=2)=[O:21])[N:10]([C:12]2[CH:17]=[CH:16][C:15]([CH3:18])=[CH:14][CH:13]=2)[N:11]=1)([CH3:6])([CH3:5])[CH3:4]. Product: [C:3]([C:7]1[CH:8]=[C:9]([NH:19][C:20]([NH:22][C:23]2[C:24]([CH3:35])=[N:25][C:26]([N:29]3[CH2:30][CH2:31][NH:32][CH2:33][CH2:34]3)=[CH:27][CH:28]=2)=[O:21])[N:10]([C:12]2[CH:17]=[CH:16][C:15]([CH3:18])=[CH:14][CH:13]=2)[N:11]=1)([CH3:6])([CH3:5])[CH3:4]. The catalyst class is: 5. (6) Product: [N:1]1([CH2:12][CH2:13][CH2:14][CH2:15][C:16]([O:18][CH2:19][CH3:20])=[O:17])[C:10]2[C:5](=[CH:6][CH:7]=[CH:8][CH:9]=2)[CH2:4][CH2:3][CH2:2]1. The catalyst class is: 18. Reactant: [NH:1]1[C:10]2[C:5](=[CH:6][CH:7]=[CH:8][CH:9]=2)[CH2:4][CH2:3][CH2:2]1.Br[CH2:12][CH2:13][CH2:14][CH2:15][C:16]([O:18][CH2:19][CH3:20])=[O:17].[I-].[Na+].C(=O)([O-])[O-].[K+].[K+]. (7) Reactant: [C:1]1([C:7]2[N:15]3[C:10]([CH:11]=[CH:12][CH:13]=[CH:14]3)=[CH:9][C:8]=2[CH2:16]O)[CH:6]=[CH:5][CH:4]=[CH:3][CH:2]=1.[N:18]1[C:26]([NH2:27])=[C:25]2[C:21]([N:22]=[CH:23][NH:24]2)=[N:20][CH:19]=1.C1C=CC(P(C2C=CC=CC=2)C2C=CC=CC=2)=CC=1.CC(OC(/N=N/C(OC(C)C)=O)=O)C. Product: [C:1]1([C:7]2[N:15]3[C:10]([CH:11]=[CH:12][CH:13]=[CH:14]3)=[CH:9][C:8]=2[CH2:16][N:22]2[CH:23]=[N:24][C:25]3[C:21]2=[N:20][CH:19]=[N:18][C:26]=3[NH2:27])[CH:6]=[CH:5][CH:4]=[CH:3][CH:2]=1. The catalyst class is: 1.